Predict the reaction yield, written as a fraction of the theoretical maximum amount of product (1.0 means a 100% yield; for example, 0.34 means a 34% yield). From a dataset of Reaction yield outcomes from USPTO patents with 853,638 reactions. The reactants are [NH2:1][C:2]1[CH:3]=[C:4]([CH:9]2[C:18]([CH3:20])([CH3:19])[CH2:17][C:16]3[C:11](=[CH:12][CH:13]=[C:14]([C:21]([O:23][CH3:24])=[O:22])[CH:15]=3)[NH:10]2)[CH:5]=[CH:6][C:7]=1[Cl:8].C(N(CC)C(C)C)(C)C.[CH:34]1([C:40](Cl)=[O:41])[CH2:39][CH2:38][CH2:37][CH2:36][CH2:35]1. The catalyst is ClCCl. The product is [Cl:8][C:7]1[CH:6]=[CH:5][C:4]([CH:9]2[C:18]([CH3:19])([CH3:20])[CH2:17][C:16]3[C:11](=[CH:12][CH:13]=[C:14]([C:21]([O:23][CH3:24])=[O:22])[CH:15]=3)[NH:10]2)=[CH:3][C:2]=1[NH:1][C:40]([CH:34]1[CH2:39][CH2:38][CH2:37][CH2:36][CH2:35]1)=[O:41]. The yield is 0.950.